Dataset: Full USPTO retrosynthesis dataset with 1.9M reactions from patents (1976-2016). Task: Predict the reactants needed to synthesize the given product. (1) Given the product [Cl:1][C:2]1[CH:10]=[C:9]2[C:5]([C:6]([CH2:19][CH:20]([CH3:21])[CH3:22])=[CH:7][N:8]2[C:11]2[S:12][CH:13]=[C:14]([NH:25][C:28](=[O:37])[O:51][C:47]([CH3:50])([CH3:49])[CH3:48])[N:15]=2)=[CH:4][CH:3]=1, predict the reactants needed to synthesize it. The reactants are: [Cl:1][C:2]1[CH:10]=[C:9]2[C:5]([C:6]([CH2:19][CH:20]([CH3:22])[CH3:21])=[CH:7][N:8]2[C:11]2[S:12][CH:13]=[C:14](C(O)=O)[N:15]=2)=[CH:4][CH:3]=1.CC[N:25]([CH2:28]C)CC.C1(P(N=[N+]=[N-])(C2C=CC=CC=2)=[O:37])C=CC=CC=1.[C:47]([OH:51])([CH3:50])([CH3:49])[CH3:48]. (2) The reactants are: BrC1C(N2CCN(C(NC3C=CC=CC=3)=O)CC2)=C2N=C(C3C=CC(N(C)C)=CC=3)NC2=NC=1.[Cl:35][C:36]1[C:37]([N:46]2[CH2:51][CH2:50][N:49]([CH:52]([C:54]3[CH:59]=[CH:58][N:57]=[CH:56][CH:55]=3)[CH3:53])[CH2:48][CH2:47]2)=[C:38]([N+:43]([O-])=O)[C:39]([NH2:42])=[N:40][CH:41]=1.[O-]S(S([O-])=O)=O.[Na+].[Na+].[CH3:68][O:69][C:70]1[CH:75]=[CH:74][C:73]([CH:76]=O)=[CH:72][CH:71]=1. Given the product [Cl:35][C:36]1[C:37]([N:46]2[CH2:51][CH2:50][N:49]([CH:52]([C:54]3[CH:59]=[CH:58][N:57]=[CH:56][CH:55]=3)[CH3:53])[CH2:48][CH2:47]2)=[C:38]2[N:43]=[C:76]([C:73]3[CH:74]=[CH:75][C:70]([O:69][CH3:68])=[CH:71][CH:72]=3)[NH:42][C:39]2=[N:40][CH:41]=1, predict the reactants needed to synthesize it.